From a dataset of Catalyst prediction with 721,799 reactions and 888 catalyst types from USPTO. Predict which catalyst facilitates the given reaction. (1) Reactant: [CH3:1][N:2]1[CH2:6][CH2:5][CH:4]([O:7][C:8]2[CH:13]=[CH:12][C:11]([N+:14]([O-])=O)=[CH:10][CH:9]=2)[CH2:3]1.C(O)(C(F)(F)F)=O. Product: [CH3:1][N:2]1[CH2:6][CH2:5][CH:4]([O:7][C:8]2[CH:13]=[CH:12][C:11]([NH2:14])=[CH:10][CH:9]=2)[CH2:3]1. The catalyst class is: 29. (2) Reactant: [Cl:1][C:2]1[O:6][C:5]([C:7]([O:9]C)=[O:8])=[CH:4][C:3]=1[C:11]1[N:15]([CH3:16])[N:14]=[CH:13][CH:12]=1.[OH-].[Na+]. Product: [Cl:1][C:2]1[O:6][C:5]([C:7]([OH:9])=[O:8])=[CH:4][C:3]=1[C:11]1[N:15]([CH3:16])[N:14]=[CH:13][CH:12]=1. The catalyst class is: 7. (3) Reactant: [F:1][C:2]1[CH:3]=[C:4]([CH:36]=[CH:37][CH:38]=1)[CH2:5][N:6]1[C:14]2[C:9](=[CH:10][C:11]([NH:15][C:16]3[C:17]4[CH:25]=[C:24]([NH:26]CC5C=CC(OC)=CC=5)[N:23]=[CH:22][C:18]=4[N:19]=[CH:20][N:21]=3)=[CH:12][CH:13]=2)[CH:8]=[N:7]1.FC(F)(F)C(O)=O.C1(OC)C=CC=CC=1. Product: [F:1][C:2]1[CH:3]=[C:4]([CH:36]=[CH:37][CH:38]=1)[CH2:5][N:6]1[C:14]2[C:9](=[CH:10][C:11]([NH:15][C:16]3[C:17]4[CH:25]=[C:24]([NH2:26])[N:23]=[CH:22][C:18]=4[N:19]=[CH:20][N:21]=3)=[CH:12][CH:13]=2)[CH:8]=[N:7]1. The catalyst class is: 2. (4) Reactant: C(=O)([O-])[O-].[Na+].[Na+].[CH3:7][C:8]1([CH:13]2[CH2:18][CH2:17][CH:16]([NH2:19])[CH2:15][CH2:14]2)[O:12][CH2:11][CH2:10][O:9]1.[C:20](Cl)([O:22][CH2:23][CH:24]1[C:36]2[C:31](=[CH:32][CH:33]=[CH:34][CH:35]=2)[C:30]2[C:25]1=[CH:26][CH:27]=[CH:28][CH:29]=2)=[O:21]. Product: [CH:35]1[C:36]2[CH:24]([CH2:23][O:22][C:20](=[O:21])[NH:19][CH:16]3[CH2:17][CH2:18][CH:13]([C:8]4([CH3:7])[O:9][CH2:10][CH2:11][O:12]4)[CH2:14][CH2:15]3)[C:25]3[C:30](=[CH:29][CH:28]=[CH:27][CH:26]=3)[C:31]=2[CH:32]=[CH:33][CH:34]=1. The catalyst class is: 127.